This data is from Retrosynthesis with 50K atom-mapped reactions and 10 reaction types from USPTO. The task is: Predict the reactants needed to synthesize the given product. Given the product O=C(O)C(F)(F)F, predict the reactants needed to synthesize it. The reactants are: COCc1ccc(C(=O)Nc2cccnc2C(=O)NCC2CCCCN2C(=O)OC(C)(C)C)c2ccccc12.